From a dataset of Full USPTO retrosynthesis dataset with 1.9M reactions from patents (1976-2016). Predict the reactants needed to synthesize the given product. (1) Given the product [CH:13]([O:12][CH2:11][CH2:10][N:7]1[C:8](=[O:9])[C@@H:2]([NH:1][C:26](=[O:27])[C:25]([CH3:24])([CH3:40])[C:29]([NH:31][CH2:32][C:33]([F:38])([F:39])[C:34]([F:35])([F:36])[F:37])=[O:30])[C:3]2[CH:23]=[CH:22][CH:21]=[CH:20][C:4]=2[C:5]2[CH:19]=[CH:18][CH:17]=[CH:16][C:6]1=2)([CH3:15])[CH3:14], predict the reactants needed to synthesize it. The reactants are: [NH2:1][C@@H:2]1[C:8](=[O:9])[N:7]([CH2:10][CH2:11][O:12][CH:13]([CH3:15])[CH3:14])[C:6]2[CH:16]=[CH:17][CH:18]=[CH:19][C:5]=2[C:4]2[CH:20]=[CH:21][CH:22]=[CH:23][C:3]1=2.[CH3:24][C:25]([CH3:40])([C:29]([NH:31][CH2:32][C:33]([F:39])([F:38])[C:34]([F:37])([F:36])[F:35])=[O:30])[C:26](O)=[O:27]. (2) Given the product [ClH:12].[Br:1][C:2]1[CH:7]=[CH:6][C:5]([S:8][CH2:9][CH2:10][CH2:11][Cl:12])=[C:4]([NH2:13])[CH:3]=1, predict the reactants needed to synthesize it. The reactants are: [Br:1][C:2]1[CH:7]=[CH:6][C:5]([S:8][CH2:9][CH2:10][CH2:11][Cl:12])=[C:4]([N+:13]([O-])=O)[CH:3]=1.